Dataset: Forward reaction prediction with 1.9M reactions from USPTO patents (1976-2016). Task: Predict the product of the given reaction. Given the reactants [CH3:1][O:2][C:3]1[CH:4]=[C:5]2[C:9](=[CH:10][CH:11]=1)[CH:8](O)[CH2:7][CH2:6]2.[CH3:13][S:14][C:15]1[N:20]=[C:19]2[NH:21][N:22]=[CH:23][C:18]2=[CH:17][N:16]=1, predict the reaction product. The product is: [CH3:1][O:2][C:3]1[CH:4]=[C:5]2[C:9](=[CH:10][CH:11]=1)[CH:8]([N:21]1[C:19]3=[N:20][C:15]([S:14][CH3:13])=[N:16][CH:17]=[C:18]3[CH:23]=[N:22]1)[CH2:7][CH2:6]2.